Dataset: Full USPTO retrosynthesis dataset with 1.9M reactions from patents (1976-2016). Task: Predict the reactants needed to synthesize the given product. The reactants are: [C:1]([N:4]1[C:13]2[C:8](=[CH:9][C:10]([C:14]#[CH:15])=[CH:11][CH:12]=2)[C@H:7]([NH:16][C:17](=[O:22])[O:18][CH:19]([CH3:21])[CH3:20])[CH2:6][C@@H:5]1[CH3:23])(=[O:3])[CH3:2].CN(C)C=O.[N:29]([CH2:32][CH2:33][NH:34][C:35](=[O:41])[O:36][C:37]([CH3:40])([CH3:39])[CH3:38])=[N+:30]=[N-:31]. Given the product [C:1]([N:4]1[C:13]2[C:8](=[CH:9][C:10]([C:14]3[N:31]=[N:30][N:29]([CH2:32][CH2:33][NH:34][C:35]([O:36][C:37]([CH3:40])([CH3:39])[CH3:38])=[O:41])[CH:15]=3)=[CH:11][CH:12]=2)[C@H:7]([NH:16][C:17](=[O:22])[O:18][CH:19]([CH3:20])[CH3:21])[CH2:6][C@@H:5]1[CH3:23])(=[O:3])[CH3:2], predict the reactants needed to synthesize it.